This data is from Catalyst prediction with 721,799 reactions and 888 catalyst types from USPTO. The task is: Predict which catalyst facilitates the given reaction. (1) Reactant: [F:1][C:2]1([F:33])[O:6][C:5]2[CH:7]=[CH:8][C:9]([C:11]3([C:14]([NH:16][C:17]4[N:22]=[C:21]([C:23]5[CH:24]=[N:25][C:26]([O:30]C)=[C:27]([CH3:29])[CH:28]=5)[CH:20]=[C:19]([CH3:32])[CH:18]=4)=[O:15])[CH2:13][CH2:12]3)=[CH:10][C:4]=2[O:3]1.Cl. Product: [F:33][C:2]1([F:1])[O:6][C:5]2[CH:7]=[CH:8][C:9]([C:11]3([C:14]([NH:16][C:17]4[CH:18]=[C:19]([CH3:32])[CH:20]=[C:21]([C:23]5[CH:28]=[C:27]([CH3:29])[C:26](=[O:30])[NH:25][CH:24]=5)[N:22]=4)=[O:15])[CH2:13][CH2:12]3)=[CH:10][C:4]=2[O:3]1. The catalyst class is: 12. (2) Reactant: [Cl:1][C:2]1[C:7](C(O)=O)=[C:6]([Cl:11])[N:5]=[C:4]([S:12][CH3:13])[N:3]=1.C1(P(N=[N+]=[N-])(C2C=CC=CC=2)=[O:21])C=CC=CC=1.C([N:33]([CH2:36]C)CC)C.[CH2:38]([OH:41])[CH:39]=[CH2:40]. Product: [CH2:38]([O:41][C:36](=[O:21])[NH:33][C:7]1[C:2]([Cl:1])=[N:3][C:4]([S:12][CH3:13])=[N:5][C:6]=1[Cl:11])[CH:39]=[CH2:40]. The catalyst class is: 225. (3) Reactant: [CH2:1]([N:8]1[C:20]2[C:11](=[C:12]3[C:17](=[C:18]4[CH:24]=[C:23]([F:25])[CH:22]=[CH:21][C:19]4=2)[C:16](=[O:26])[N:15]([CH2:27][O:28][CH2:29][CH2:30][Si:31]([CH3:34])([CH3:33])[CH3:32])[CH:14]=[CH:13]3)[N:10]=[C:9]1Cl)[C:2]1[CH:7]=[CH:6][CH:5]=[CH:4][CH:3]=1.[O:36]1[C:40]2([CH2:45][CH2:44][NH:43][CH2:42][CH2:41]2)[O:39][CH2:38][CH2:37]1. Product: [CH2:1]([N:8]1[C:20]2[C:11](=[C:12]3[C:17](=[C:18]4[CH:24]=[C:23]([F:25])[CH:22]=[CH:21][C:19]4=2)[C:16](=[O:26])[N:15]([CH2:27][O:28][CH2:29][CH2:30][Si:31]([CH3:34])([CH3:33])[CH3:32])[CH:14]=[CH:13]3)[N:10]=[C:9]1[N:43]1[CH2:44][CH2:45][C:40]2([O:39][CH2:38][CH2:37][O:36]2)[CH2:41][CH2:42]1)[C:2]1[CH:7]=[CH:6][CH:5]=[CH:4][CH:3]=1. The catalyst class is: 2. (4) Reactant: [C:1]([O:5][C:6]([N:8]1[CH2:13][CH2:12][N:11]([C:14]([O:16][C:17]([CH3:20])([CH3:19])[CH3:18])=[O:15])[CH2:10][C@@H:9]1[C:21](O)=[O:22])=[O:7])([CH3:4])([CH3:3])[CH3:2].B.C1COCC1.CO. Product: [OH:22][CH2:21][C@H:9]1[CH2:10][N:11]([C:14]([O:16][C:17]([CH3:19])([CH3:20])[CH3:18])=[O:15])[CH2:12][CH2:13][N:8]1[C:6]([O:5][C:1]([CH3:4])([CH3:3])[CH3:2])=[O:7]. The catalyst class is: 1. (5) Reactant: [NH:1]1[CH2:6][CH2:5][CH:4]([C:7]2[CH:12]=[CH:11][CH:10]=[C:9]([C:13]([F:16])([F:15])[F:14])[C:8]=2[OH:17])[CH2:3][CH2:2]1.C(=O)([O-])[O-].[K+].[K+].[CH2:24](Br)[CH:25]([CH3:27])[CH3:26]. Product: [CH2:24]([N:1]1[CH2:6][CH2:5][CH:4]([C:7]2[CH:12]=[CH:11][CH:10]=[C:9]([C:13]([F:15])([F:16])[F:14])[C:8]=2[OH:17])[CH2:3][CH2:2]1)[CH:25]([CH3:27])[CH3:26]. The catalyst class is: 10. (6) Reactant: [CH2:1]([O:3][C:4]([C:6]1[CH:44]=[CH:43][C:9]2[N:10]([CH:37]3[CH2:42][CH2:41][CH2:40][CH2:39][CH2:38]3)[C:11]([C:13]3[CH:14]=[C:15]4[C:20](=[CH:21][CH:22]=3)[N:19]=[C:18]([C:23]3[CH:28]=[C:27]([C:29]([N:31]5[CH2:35][CH2:34][CH2:33][CH2:32]5)=[O:30])[CH:26]=[CH:25][C:24]=3I)[CH:17]=[CH:16]4)=[N:12][C:8]=2[CH:7]=1)=[O:5])[CH3:2].[F:45][C:46]1[CH:51]=[CH:50][C:49](B(O)O)=[CH:48][CH:47]=1.C([O-])(O)=O.[Na+]. Product: [CH2:1]([O:3][C:4]([C:6]1[CH:44]=[CH:43][C:9]2[N:10]([CH:37]3[CH2:42][CH2:41][CH2:40][CH2:39][CH2:38]3)[C:11]([C:13]3[CH:14]=[C:15]4[C:20](=[CH:21][CH:22]=3)[N:19]=[C:18]([C:23]3[C:24]([C:49]5[CH:50]=[CH:51][C:46]([F:45])=[CH:47][CH:48]=5)=[CH:25][CH:26]=[C:27]([C:29]([N:31]5[CH2:35][CH2:34][CH2:33][CH2:32]5)=[O:30])[CH:28]=3)[CH:17]=[CH:16]4)=[N:12][C:8]=2[CH:7]=1)=[O:5])[CH3:2]. The catalyst class is: 73. (7) Reactant: Cl.CO.C(OC([NH:11][C:12]1[CH:40]=[CH:39][C:38]([O:41][C:42]([F:45])([F:44])[F:43])=[CH:37][C:13]=1[C:14]([NH:16][CH2:17][C:18]([NH:20][C@@H:21]1[CH2:25][CH2:24][N:23]([CH2:26][C:27]2[C:35]3[C:30](=[CH:31][C:32]([CH3:36])=[CH:33][CH:34]=3)[NH:29][CH:28]=2)[CH2:22]1)=[O:19])=[O:15])=O)(C)(C)C.Cl. Product: [NH2:11][C:12]1[CH:40]=[CH:39][C:38]([O:41][C:42]([F:44])([F:45])[F:43])=[CH:37][C:13]=1[C:14]([NH:16][CH2:17][C:18]([NH:20][C@@H:21]1[CH2:25][CH2:24][N:23]([CH2:26][C:27]2[C:35]3[C:30](=[CH:31][C:32]([CH3:36])=[CH:33][CH:34]=3)[NH:29][CH:28]=2)[CH2:22]1)=[O:19])=[O:15]. The catalyst class is: 13.